This data is from Forward reaction prediction with 1.9M reactions from USPTO patents (1976-2016). The task is: Predict the product of the given reaction. (1) Given the reactants N[C@@H:2]([CH2:6][CH:7]([CH3:9])[CH3:8])[C:3]([OH:5])=O.[K+].[Br-].[Na+].[Cl-].N([O-])=O.[Na+].BrC(CC(C)C)C(O)=O.[CH:27]1([NH:34][C:35]([NH2:37])=[S:36])[CH2:33][CH2:32][CH2:31][CH2:30][CH2:29][CH2:28]1, predict the reaction product. The product is: [CH:27]1([NH:34][C:35]2[S:36][CH:2]([CH2:6][CH:7]([CH3:9])[CH3:8])[C:3](=[O:5])[N:37]=2)[CH2:33][CH2:32][CH2:31][CH2:30][CH2:29][CH2:28]1. (2) The product is: [C:15]1([C:7]2[C:6]([C:4]3[N:3]=[CH:2][N:1]([C:22]4[CH:27]=[CH:26][C:25]([CH3:28])=[CH:24][CH:23]=4)[CH:5]=3)=[C:10]([C:11]([F:14])([F:12])[F:13])[O:9][N:8]=2)[CH:16]=[CH:17][CH:18]=[CH:19][CH:20]=1. Given the reactants [NH:1]1[CH:5]=[C:4]([C:6]2[C:7]([C:15]3[CH:20]=[CH:19][CH:18]=[CH:17][CH:16]=3)=[N:8][O:9][C:10]=2[C:11]([F:14])([F:13])[F:12])[N:3]=[CH:2]1.B(O)(O)[C:22]1[CH:23]=[CH:24][C:25]([CH3:28])=[CH:26][CH:27]=1, predict the reaction product. (3) Given the reactants [NH2:1][C:2]1[CH:3]=[C:4]2[C:8](=[CH:9][CH:10]=1)[N:7]([CH3:11])[C:6]([C:12]([NH:14][C@H:15]([C:20]([O:22]C)=[O:21])[CH2:16][CH:17]([CH3:19])[CH3:18])=[O:13])=[C:5]2[C:24]1[CH:29]=[CH:28][CH:27]=[CH:26][CH:25]=1.[C:30]([C:34]1[CH:39]=[CH:38][C:37]([S:40](Cl)(=[O:42])=[O:41])=[CH:36][CH:35]=1)([CH3:33])([CH3:32])[CH3:31], predict the reaction product. The product is: [C:30]([C:34]1[CH:39]=[CH:38][C:37]([S:40]([NH:1][C:2]2[CH:3]=[C:4]3[C:8](=[CH:9][CH:10]=2)[N:7]([CH3:11])[C:6]([C:12]([NH:14][C@H:15]([C:20]([OH:22])=[O:21])[CH2:16][CH:17]([CH3:18])[CH3:19])=[O:13])=[C:5]3[C:24]2[CH:25]=[CH:26][CH:27]=[CH:28][CH:29]=2)(=[O:42])=[O:41])=[CH:36][CH:35]=1)([CH3:33])([CH3:31])[CH3:32]. (4) Given the reactants ClC1C=C(C#CC=O)C=CC=1.C([O:14][CH:15](OCC)[C:16]#[C:17][C:18]1[CH:23]=[CH:22][CH:21]=[C:20]([CH3:24])[CH:19]=1)C, predict the reaction product. The product is: [CH3:24][C:20]1[CH:19]=[C:18]([C:17]#[C:16][CH:15]=[O:14])[CH:23]=[CH:22][CH:21]=1. (5) Given the reactants [CH3:1][N:2]1[C:10]2[CH2:9][CH2:8][CH2:7][N:6](C(OC(C)(C)C)=O)[C:5]=2[CH:4]=[N:3]1.C(O)(C(F)(F)F)=O, predict the reaction product. The product is: [CH3:1][N:2]1[C:10]2[CH2:9][CH2:8][CH2:7][NH:6][C:5]=2[CH:4]=[N:3]1. (6) Given the reactants [CH:1]([C:3]1[S:4][CH:5]=[CH:6][C:7]=1[S:8]([N:11]([CH3:26])[C:12]1[CH:13]=[CH:14][CH:15]=[C:16]2[C:20]=1[NH:19][C:18]([C:21]1[S:22][CH:23]=[CH:24][N:25]=1)=[CH:17]2)(=[O:10])=[O:9])=[O:2].[CH3:27][Mg]Br.O, predict the reaction product. The product is: [OH:2][CH:1]([C:3]1[S:4][CH:5]=[CH:6][C:7]=1[S:8]([N:11]([CH3:26])[C:12]1[CH:13]=[CH:14][CH:15]=[C:16]2[C:20]=1[NH:19][C:18]([C:21]1[S:22][CH:23]=[CH:24][N:25]=1)=[CH:17]2)(=[O:10])=[O:9])[CH3:27]. (7) Given the reactants [C:1]([O:5][C:6]([N:8]1[CH2:11][CH:10]([C:12](O)=[O:13])[CH2:9]1)=[O:7])([CH3:4])([CH3:3])[CH3:2].Cl, predict the reaction product. The product is: [OH:13][CH2:12][CH:10]1[CH2:11][N:8]([C:6]([O:5][C:1]([CH3:4])([CH3:3])[CH3:2])=[O:7])[CH2:9]1. (8) The product is: [ClH:21].[NH2:12][CH2:11][C:8]1[CH:9]=[CH:10][C:2]([CH3:1])=[C:3]([CH:7]=1)[C:4]([OH:6])=[O:5].[Na+:20].[Cl-:21]. Given the reactants [CH3:1][C:2]1[CH:10]=[CH:9][C:8]([CH2:11][NH:12]C(C(F)(F)F)=O)=[CH:7][C:3]=1[C:4]([OH:6])=[O:5].[OH-].[Na+:20].[ClH:21], predict the reaction product. (9) Given the reactants [O:1]1[C:5]2[CH:6]=[CH:7][CH:8]=[CH:9][C:4]=2[CH:3]=[C:2]1[C:10]1[C:18]2[C:13](=[CH:14][CH:15]=[C:16]([C:19]([OH:21])=O)[CH:17]=2)[N:12](C2CCCCO2)[N:11]=1.F[P-](F)(F)(F)(F)F.[N:35]1(OC(N(C)C)=[N+](C)C)[C:39]2C=CC=CC=2N=N1.CN, predict the reaction product. The product is: [O:1]1[C:5]2[CH:6]=[CH:7][CH:8]=[CH:9][C:4]=2[CH:3]=[C:2]1[C:10]1[C:18]2[C:13](=[CH:14][CH:15]=[C:16]([C:19]([NH:35][CH3:39])=[O:21])[CH:17]=2)[NH:12][N:11]=1. (10) Given the reactants [CH2:1]([N:3]([CH2:17][CH3:18])[C:4]1[CH:13]=[C:12]2[C:7]([CH:8]=[C:9]([CH:15]=O)[C:10](=[O:14])[O:11]2)=[CH:6][CH:5]=1)[CH3:2].[Br-:19].[C:20]([CH2:23][CH2:24][CH2:25][CH2:26][CH2:27][N+:28]1[C:37]2[C:32](=[CH:33][CH:34]=[CH:35][CH:36]=2)[C:31]([CH3:38])=[CH:30][CH:29]=1)([OH:22])=[O:21], predict the reaction product. The product is: [Br-:19].[C:20]([CH2:23][CH2:24][CH2:25][CH2:26][CH2:27][N+:28]1[C:37]2[C:32](=[CH:33][CH:34]=[CH:35][CH:36]=2)[C:31](/[CH:38]=[CH:15]/[C:9]2[C:10](=[O:14])[O:11][C:12]3[C:7]([CH:8]=2)=[CH:6][CH:5]=[C:4]([N:3]([CH2:17][CH3:18])[CH2:1][CH3:2])[CH:13]=3)=[CH:30][CH:29]=1)([OH:22])=[O:21].